The task is: Predict the product of the given reaction.. This data is from Forward reaction prediction with 1.9M reactions from USPTO patents (1976-2016). (1) Given the reactants [O:1]=[C:2]1[C:23]2[C:18](=[CH:19][CH:20]=[C:21]([C:24]3[NH:28][N:27]=[N:26][N:25]=3)[CH:22]=2)[O:17][C:4]2([CH2:9][CH2:8][N:7](C(OC(C)(C)C)=O)[CH2:6][CH2:5]2)[CH2:3]1.[ClH:29], predict the reaction product. The product is: [ClH:29].[NH:28]1[C:24]([C:21]2[CH:22]=[C:23]3[C:18](=[CH:19][CH:20]=2)[O:17][C:4]2([CH2:9][CH2:8][NH:7][CH2:6][CH2:5]2)[CH2:3][C:2]3=[O:1])=[N:25][N:26]=[N:27]1. (2) The product is: [Br:1][C:2]1[CH:10]=[CH:9][C:5]([C:6]([N:23]2[CH2:28][CH2:27][O:26][CH2:25][CH2:24]2)=[O:8])=[CH:4][C:3]=1[F:11]. Given the reactants [Br:1][C:2]1[CH:10]=[CH:9][C:5]([C:6]([OH:8])=O)=[CH:4][C:3]=1[F:11].CCN=C=NCCCN(C)C.[NH:23]1[CH2:28][CH2:27][O:26][CH2:25][CH2:24]1.O, predict the reaction product. (3) Given the reactants [CH3:1][O:2][C:3]1[CH:9]=[CH:8][C:6]([NH2:7])=[CH:5][C:4]=1[N+:10]([O-:12])=[O:11].C(=O)([O-])[O-].[K+].[K+].[C:19]1([C:28]2[CH:33]=[CH:32][CH:31]=[CH:30][CH:29]=2)[CH:24]=[CH:23][C:22]([C:25](Cl)=[O:26])=[CH:21][CH:20]=1, predict the reaction product. The product is: [CH3:1][O:2][C:3]1[CH:9]=[CH:8][C:6]([NH:7][C:25]([C:22]2[CH:23]=[CH:24][C:19]([C:28]3[CH:29]=[CH:30][CH:31]=[CH:32][CH:33]=3)=[CH:20][CH:21]=2)=[O:26])=[CH:5][C:4]=1[N+:10]([O-:12])=[O:11]. (4) Given the reactants [OH:1][C:2]1[CH:10]=[C:9]([C:11]([F:14])([F:13])[F:12])[CH:8]=[CH:7][C:3]=1[C:4]([OH:6])=O.[CH2:15]1COCC1.C[Li].Cl, predict the reaction product. The product is: [OH:1][C:2]1[CH:10]=[C:9]([C:11]([F:14])([F:13])[F:12])[CH:8]=[CH:7][C:3]=1[C:4](=[O:6])[CH3:15]. (5) Given the reactants [CH3:1][CH2:2][C@H:3]([NH:6][CH2:7][CH2:8][NH:9][C@H:10]([CH2:13][OH:14])[CH2:11][CH3:12])[CH2:4][OH:5].Cl.Cl, predict the reaction product. The product is: [CH3:12][CH2:11][C@H:10]([NH:9][CH2:8][CH2:7][NH:6][C@H:3]([CH2:4][OH:5])[CH2:2][CH3:1])[CH2:13][OH:14].